Dataset: Forward reaction prediction with 1.9M reactions from USPTO patents (1976-2016). Task: Predict the product of the given reaction. (1) The product is: [C:10]([C:13]1[CH:18]=[C:17]([C:2]2[N:3]=[C:4]([C:8]#[N:9])[CH:5]=[CH:6][CH:7]=2)[CH:16]=[CH:15][CH:14]=1)(=[O:12])[CH3:11]. Given the reactants Cl[C:2]1[CH:7]=[CH:6][CH:5]=[C:4]([C:8]#[N:9])[N:3]=1.[C:10]([C:13]1[CH:14]=[C:15](B(O)O)[CH:16]=[CH:17][CH:18]=1)(=[O:12])[CH3:11].C(=O)([O-])[O-].[Na+].[Na+].C(OCC)(=O)C, predict the reaction product. (2) Given the reactants [CH3:1][O:2][C:3]([C:5]1[C:6]2[C:11]([CH:12]3[CH:17]([C:18]=1[C:19]1[CH:24]=[CH:23][C:22]([O:25][CH3:26])=[CH:21][CH:20]=1)[CH2:16][CH2:15][CH2:14][CH2:13]3)=[CH:10][C:9]([O:27][CH3:28])=[CH:8][CH:7]=2)=[O:4].C(O)(=O)C.CO.[H][H], predict the reaction product. The product is: [CH3:1][O:2][C:3]([CH:5]1[CH:18]([C:19]2[CH:24]=[CH:23][C:22]([O:25][CH3:26])=[CH:21][CH:20]=2)[CH:17]2[CH:12]([CH2:13][CH2:14][CH2:15][CH2:16]2)[C:11]2[C:6]1=[CH:7][CH:8]=[C:9]([O:27][CH3:28])[CH:10]=2)=[O:4]. (3) Given the reactants [Cl:1][C:2]1[C:7]([CH:8]([OH:14])[CH:9]([CH2:12][CH3:13])[CH2:10][CH3:11])=[CH:6][CH:5]=[C:4]([Cl:15])[N:3]=1, predict the reaction product. The product is: [Cl:1][C:2]1[C:7]([C:8](=[O:14])[CH:9]([CH2:10][CH3:11])[CH2:12][CH3:13])=[CH:6][CH:5]=[C:4]([Cl:15])[N:3]=1.